From a dataset of Reaction yield outcomes from USPTO patents with 853,638 reactions. Predict the reaction yield, written as a fraction of the theoretical maximum amount of product (1.0 means a 100% yield; for example, 0.34 means a 34% yield). (1) The reactants are [C:1]([O:5][C:6]([N:8]1[CH:13]([C:14](O)=O)[C@@H:12]2[CH2:17][CH:9]1[CH2:10][CH2:11]2)=[O:7])([CH3:4])([CH3:3])[CH3:2].BrCC(C1[CH:35]=[CH:34][C:33]2[C:32]3[C:27](=[CH:28][C:29]([Br:36])=[CH:30][CH:31]=3)[CH2:26][CH2:25][C:24]=2[CH:23]=1)=O.C([N:40]([CH:43]([CH3:45])[CH3:44])CC)(C)C.C(#[N:48])C. The catalyst is C(OCC)(=O)C. The product is [Br:36][C:29]1[CH:28]=[C:27]2[C:32]([C:33]3[CH:34]=[CH:35][C:45]([C:43]4[NH:40][C:14]([C@@H:13]5[C@@H:12]6[CH2:17][C@@H:9]([CH2:10][CH2:11]6)[N:8]5[C:6]([O:5][C:1]([CH3:4])([CH3:3])[CH3:2])=[O:7])=[N:48][CH:44]=4)=[CH:23][C:24]=3[CH2:25][CH2:26]2)=[CH:31][CH:30]=1. The yield is 0.740. (2) The reactants are [N:1]([CH:4]1[CH2:9][CH2:8][N:7]([C:10]2[CH:15]=[CH:14][C:13]([N:16]3[CH2:20][C@H:19]([CH2:21][NH:22][C:23](=[O:25])[CH3:24])[O:18][C:17]3=[O:26])=[CH:12][C:11]=2[F:27])[CH2:6][CH2:5]1)=[N+:2]=[N-:3].[CH3:28][C:29](=[O:32])[C:30]#[CH:31]. The catalyst is C1(C)C=CC=CC=1. The product is [C:29]([C:30]1[N:3]=[N:2][N:1]([CH:4]2[CH2:9][CH2:8][N:7]([C:10]3[CH:15]=[CH:14][C:13]([N:16]4[CH2:20][C@H:19]([CH2:21][NH:22][C:23](=[O:25])[CH3:24])[O:18][C:17]4=[O:26])=[CH:12][C:11]=3[F:27])[CH2:6][CH2:5]2)[CH:31]=1)(=[O:32])[CH3:28]. The yield is 0.700. (3) The reactants are CC(C)([O-])C.[K+].[C:7]([CH2:9]P(=O)(OCC)OCC)#[N:8].O=[C:19]1[CH2:22][N:21]([C:23]([O:25][C:26]([CH3:29])([CH3:28])[CH3:27])=[O:24])[CH2:20]1. The catalyst is O1CCCC1. The product is [C:7]([CH:9]=[C:19]1[CH2:22][N:21]([C:23]([O:25][C:26]([CH3:29])([CH3:28])[CH3:27])=[O:24])[CH2:20]1)#[N:8]. The yield is 0.950. (4) The reactants are [CH:1]([N:14]1[C:22]2[C:17](=[CH:18][C:19]([Cl:23])=[CH:20][CH:21]=2)[C:16]([CH2:24][CH2:25][S:26]([C:29]2[CH:38]=[CH:37][C:32]([C:33]([O:35]C)=[O:34])=[CH:31][CH:30]=2)(=[O:28])=[O:27])=[C:15]1[CH2:39][CH2:40][NH:41][S:42]([CH2:45][C:46]1[CH:51]=[CH:50][CH:49]=[CH:48][CH:47]=1)(=[O:44])=[O:43])([C:8]1[CH:13]=[CH:12][CH:11]=[CH:10][CH:9]=1)[C:2]1[CH:7]=[CH:6][CH:5]=[CH:4][CH:3]=1.C1COCC1.[OH-].[Na+]. The catalyst is CO. The product is [CH:1]([N:14]1[C:22]2[C:17](=[CH:18][C:19]([Cl:23])=[CH:20][CH:21]=2)[C:16]([CH2:24][CH2:25][S:26]([C:29]2[CH:30]=[CH:31][C:32]([C:33]([OH:35])=[O:34])=[CH:37][CH:38]=2)(=[O:28])=[O:27])=[C:15]1[CH2:39][CH2:40][NH:41][S:42]([CH2:45][C:46]1[CH:47]=[CH:48][CH:49]=[CH:50][CH:51]=1)(=[O:43])=[O:44])([C:2]1[CH:3]=[CH:4][CH:5]=[CH:6][CH:7]=1)[C:8]1[CH:13]=[CH:12][CH:11]=[CH:10][CH:9]=1. The yield is 0.920. (5) The reactants are [CH3:1][C:2]1[CH:3]=[N:4][CH:5]=[C:6]([CH:16]=1)[C:7]([NH:9][CH:10]1[CH2:15][CH2:14][NH:13][CH2:12][CH2:11]1)=[O:8].[CH2:17]([O:19][C:20]1[CH:21]=[C:22]([CH:25]=[CH:26][C:27]=1[O:28][CH:29]([CH2:32][CH3:33])[CH2:30][CH3:31])[CH:23]=O)[CH3:18]. No catalyst specified. The product is [CH2:17]([O:19][C:20]1[CH:21]=[C:22]([CH:25]=[CH:26][C:27]=1[O:28][CH:29]([CH2:30][CH3:31])[CH2:32][CH3:33])[CH2:23][N:13]1[CH2:12][CH2:11][CH:10]([NH:9][C:7](=[O:8])[C:6]2[CH:16]=[C:2]([CH3:1])[CH:3]=[N:4][CH:5]=2)[CH2:15][CH2:14]1)[CH3:18]. The yield is 0.360. (6) The reactants are [NH:1]1[C:10]2[C:5](=[CH:6][CH:7]=[CH:8][CH:9]=2)[NH:4][CH2:3][C:2]1=[O:11].C(N(CC)CC)C.[CH3:19][O:20][C:21]1[CH:22]=[C:23](/[CH:29]=[CH:30]/[C:31](Cl)=[O:32])[CH:24]=[CH:25][C:26]=1[O:27][CH3:28]. The catalyst is C1COCC1. The product is [CH3:19][O:20][C:21]1[CH:22]=[C:23](/[CH:29]=[CH:30]/[C:31]([N:4]2[C:5]3[C:10](=[CH:9][CH:8]=[CH:7][CH:6]=3)[NH:1][C:2](=[O:11])[CH2:3]2)=[O:32])[CH:24]=[CH:25][C:26]=1[O:27][CH3:28]. The yield is 0.470. (7) The reactants are [Cl:1][CH2:2][CH2:3][CH2:4][S:5]([N:8]1[CH2:13][CH2:12][CH:11]([C:14]2[C:22]3[C:17](=[C:18]([C:29]([NH2:31])=[O:30])[CH:19]=[C:20]([C:23]4[CH:28]=[CH:27][CH:26]=CC=4)[CH:21]=3)[NH:16][CH:15]=2)[CH2:10][CH2:9]1)(=[O:7])=[O:6].N1CCC(C2C3C(=C(C(N)=O)C=C(C4C=C[S:49]C=4)C=3)NC=2)CC1.C(N(CC)CC)C.ClCCCS(Cl)(=O)=O. No catalyst specified. The product is [Cl:1][CH2:2][CH2:3][CH2:4][S:5]([N:8]1[CH2:9][CH2:10][CH:11]([C:14]2[C:22]3[C:17](=[C:18]([C:29]([NH2:31])=[O:30])[CH:19]=[C:20]([C:23]4[S:49][CH:26]=[CH:27][CH:28]=4)[CH:21]=3)[NH:16][CH:15]=2)[CH2:12][CH2:13]1)(=[O:7])=[O:6]. The yield is 0.640. (8) The reactants are [Cl-].O[NH3+:3].[C:4](=[O:7])([O-])[OH:5].[Na+].CS(C)=O.[CH2:13]([C:17]1[N:18]=[CH:19][N:20]([CH2:39][C:40]2[CH:45]=[CH:44][C:43]([F:46])=[CH:42][CH:41]=2)[C:21](=[O:38])[C:22]=1[CH2:23][C:24]1[CH:29]=[CH:28][C:27]([C:30]2[C:31]([C:36]#[N:37])=[CH:32][CH:33]=[CH:34][CH:35]=2)=[CH:26][CH:25]=1)[CH2:14][CH2:15][CH3:16]. The catalyst is C(OCC)(=O)C. The product is [CH2:13]([C:17]1[N:18]=[CH:19][N:20]([CH2:39][C:40]2[CH:45]=[CH:44][C:43]([F:46])=[CH:42][CH:41]=2)[C:21](=[O:38])[C:22]=1[CH2:23][C:24]1[CH:25]=[CH:26][C:27]([C:30]2[CH:35]=[CH:34][CH:33]=[CH:32][C:31]=2[C:36]2[NH:3][C:4](=[O:7])[O:5][N:37]=2)=[CH:28][CH:29]=1)[CH2:14][CH2:15][CH3:16]. The yield is 0.620. (9) The reactants are Cl.[CH3:2][N:3]1[CH:7]=[C:6]([C:8]2[N:13]=[C:12]3[N:14]([CH2:17][C@H:18]4[O:23][CH2:22][CH2:21][N:20]([C:24]5[N:29]=[CH:28][C:27]([C:30]6[CH:31]=[N:32][N:33]([CH:35]7[CH2:40][CH2:39][NH:38][CH2:37][CH2:36]7)[CH:34]=6)=[CH:26][N:25]=5)[CH2:19]4)[N:15]=[N:16][C:11]3=[N:10][CH:9]=2)[CH:5]=[N:4]1.Br[CH2:42][CH2:43][OH:44].C([O-])([O-])=O.[K+].[K+]. The catalyst is CN(C)C=O. The product is [CH3:2][N:3]1[CH:7]=[C:6]([C:8]2[N:13]=[C:12]3[N:14]([CH2:17][C@@H:18]4[CH2:19][N:20]([C:24]5[N:29]=[CH:28][C:27]([C:30]6[CH:31]=[N:32][N:33]([CH:35]7[CH2:40][CH2:39][N:38]([CH2:42][CH2:43][OH:44])[CH2:37][CH2:36]7)[CH:34]=6)=[CH:26][N:25]=5)[CH2:21][CH2:22][O:23]4)[N:15]=[N:16][C:11]3=[N:10][CH:9]=2)[CH:5]=[N:4]1. The yield is 0.650.